This data is from Forward reaction prediction with 1.9M reactions from USPTO patents (1976-2016). The task is: Predict the product of the given reaction. (1) Given the reactants [Br:1][C:2]1[CH:3]=[C:4]2[C:8](=[CH:9][CH:10]=1)[NH:7][CH:6]=[CH:5]2.I[C:12]1[CH:17]=[CH:16][CH:15]=[CH:14][CH:13]=1.C(=O)([O-])[O-].[K+].[K+].[OH-].[Na+], predict the reaction product. The product is: [Br:1][C:2]1[CH:3]=[C:4]2[C:8](=[CH:9][CH:10]=1)[N:7]([C:12]1[CH:17]=[CH:16][CH:15]=[CH:14][CH:13]=1)[CH:6]=[CH:5]2. (2) Given the reactants [F:1][B-](F)(F)F.N#[O+].N1C=CC=CC=1.[FH:14].[CH3:15][O:16][C:17](=[O:43])[C:18]1[CH:30]=[C:29]([C:31]2([C:37]3[CH:42]=[CH:41][CH:40]=[CH:39][CH:38]=3)SCCCS2)[CH:28]=[C:20]([C:21]([N:23]([CH3:27])[CH2:24][CH2:25][CH3:26])=[O:22])[CH:19]=1, predict the reaction product. The product is: [CH3:15][O:16][C:17](=[O:43])[C:18]1[CH:30]=[C:29]([C:31]([F:1])([F:14])[C:37]2[CH:42]=[CH:41][CH:40]=[CH:39][CH:38]=2)[CH:28]=[C:20]([C:21]([N:23]([CH3:27])[CH2:24][CH2:25][CH3:26])=[O:22])[CH:19]=1.